From a dataset of Reaction yield outcomes from USPTO patents with 853,638 reactions. Predict the reaction yield, written as a fraction of the theoretical maximum amount of product (1.0 means a 100% yield; for example, 0.34 means a 34% yield). (1) The reactants are C[O:2][C:3]([C:5]1[S:6][CH:7]=[CH:8][C:9]=1[NH2:10])=O.[CH:11]([NH2:13])=O. No catalyst specified. The product is [N:10]1[C:9]2[CH:8]=[CH:7][S:6][C:5]=2[C:3](=[O:2])[NH:13][CH:11]=1. The yield is 0.320. (2) The reactants are [NH2:1][C:2]1[C:7]([O:8][CH3:9])=[C:6]([C:10]([O:12]C)=[O:11])[N:5]=[C:4]([C:14]2[CH:15]=[N:16][C:17]([CH:20]3[CH2:22][CH2:21]3)=[CH:18][CH:19]=2)[C:3]=1[F:23].O.O.[OH-].[Li+]. The catalyst is C1COCC1.CO. The product is [NH2:1][C:2]1[C:7]([O:8][CH3:9])=[C:6]([C:10]([OH:12])=[O:11])[N:5]=[C:4]([C:14]2[CH:15]=[N:16][C:17]([CH:20]3[CH2:21][CH2:22]3)=[CH:18][CH:19]=2)[C:3]=1[F:23]. The yield is 0.523. (3) The reactants are C(O[CH2:9][CH2:10][O:11][CH2:12][CH2:13][N:14]([C:44]([O:46][C:47]([CH3:50])([CH3:49])[CH3:48])=[O:45])[C@@H:15]1[CH2:22][N:21]2[C:23]3[CH:24]=[C:25]([C:36]([O:38][CH3:39])=[O:37])[CH:26]=[CH:27][C:28]=3[C:29](C3CCCCC3)=[C:20]2[C:19]2[CH:40]=[CH:41][CH:42]=[CH:43][C:18]=2[O:17][CH2:16]1)C1C=CC=CC=1.CS(Cl)(=O)=O.CCN([CH2:61][CH3:62])CC.S([O-])(=O)(=O)C.[CH3:68][NH2:69].[CH2:70]1[CH2:74]O[CH2:72][CH2:71]1. The catalyst is CO.CC(O)=O.[Pd].CN(C1C=CN=CC=1)C.C(Cl)Cl. The product is [C:47]([O:46][C:44]([N:14]([CH2:13][CH2:12][O:11][CH2:10][CH2:9][NH:69][CH3:68])[C@@H:15]1[CH2:22][N:21]2[C:23]3[CH:24]=[C:25]([C:36]([O:38][CH3:39])=[O:37])[CH:26]=[CH:27][C:28]=3[C:29]([CH:62]3[CH2:61][CH2:74][CH2:70][CH2:71][CH2:72]3)=[C:20]2[C:19]2[CH:40]=[CH:41][CH:42]=[CH:43][C:18]=2[O:17][CH2:16]1)=[O:45])([CH3:50])([CH3:49])[CH3:48]. The yield is 0.700. (4) The yield is 0.704. The reactants are [C:1]([O:5][C@@H:6]([C:12]1[C:13]([CH3:34])=[N:14][C:15]([CH3:33])=[C:16]([C:26]2[CH:31]=[CH:30][C:29]([OH:32])=[CH:28][CH:27]=2)[C:17]=1[N:18]1[CH2:23][CH2:22][C:21]([CH3:25])([CH3:24])[CH2:20][CH2:19]1)[C:7]([O:9][CH2:10][CH3:11])=[O:8])([CH3:4])([CH3:3])[CH3:2].[CH3:35][O:36][C:37]1[CH:42]=[CH:41][C:40]([CH2:43][CH2:44]O)=[CH:39][CH:38]=1.C1C=CC(P(C2C=CC=CC=2)C2C=CC=CC=2)=CC=1.CCOC(/N=N/C(OCC)=O)=O. The product is [C:1]([O:5][C@@H:6]([C:12]1[C:13]([CH3:34])=[N:14][C:15]([CH3:33])=[C:16]([C:26]2[CH:27]=[CH:28][C:29]([O:32][CH2:44][CH2:43][C:40]3[CH:41]=[CH:42][C:37]([O:36][CH3:35])=[CH:38][CH:39]=3)=[CH:30][CH:31]=2)[C:17]=1[N:18]1[CH2:19][CH2:20][C:21]([CH3:24])([CH3:25])[CH2:22][CH2:23]1)[C:7]([O:9][CH2:10][CH3:11])=[O:8])([CH3:2])([CH3:3])[CH3:4]. The catalyst is C1COCC1. (5) The reactants are [CH3:1][N:2]1[C:11]2[C:6](=[CH:7][C:8]([C:18]([F:21])([F:20])[F:19])=[C:9]([C:12]3[CH:13]=[N:14][N:15]([CH3:17])[CH:16]=3)[CH:10]=2)[N:5]([C:22]2[C:26]3[CH2:27][NH:28][CH2:29][CH2:30][C:25]=3[N:24]([CH:31]3[CH2:36][CH2:35][O:34][CH2:33][CH2:32]3)[N:23]=2)[CH2:4][CH:3]1[CH3:37].C(N(CC)CC)C.[CH3:45][NH:46][C:47](N1C=CN=C1)=[O:48]. The catalyst is C(Cl)Cl. The product is [CH3:37][CH:3]1[N:2]([CH3:1])[C:11]2[C:6](=[CH:7][C:8]([C:18]([F:20])([F:19])[F:21])=[C:9]([C:12]3[CH:13]=[N:14][N:15]([CH3:17])[CH:16]=3)[CH:10]=2)[N:5]([C:22]2[C:26]3[CH2:27][N:28]([C:47]([NH:46][CH3:45])=[O:48])[CH2:29][CH2:30][C:25]=3[N:24]([CH:31]3[CH2:36][CH2:35][O:34][CH2:33][CH2:32]3)[N:23]=2)[CH2:4]1. The yield is 0.420. (6) The product is [CH3:11][C:12]1([CH3:25])[N:17]([C:2]2[CH:7]=[N:6][C:5]([N+:8]([O-:10])=[O:9])=[CH:4][CH:3]=2)[CH2:16][CH2:15][N:14]([C:18]([O:20][C:21]([CH3:24])([CH3:23])[CH3:22])=[O:19])[CH2:13]1. The reactants are Br[C:2]1[CH:3]=[CH:4][C:5]([N+:8]([O-:10])=[O:9])=[N:6][CH:7]=1.[CH3:11][C:12]1([CH3:25])[NH:17][CH2:16][CH2:15][N:14]([C:18]([O:20][C:21]([CH3:24])([CH3:23])[CH3:22])=[O:19])[CH2:13]1.C(=O)([O-])[O-].[Cs+].[Cs+].C1C=CC(P(C2C=CC3C(=CC=CC=3)C=2C2C3C(=CC=CC=3)C=CC=2P(C2C=CC=CC=2)C2C=CC=CC=2)C2C=CC=CC=2)=CC=1. The catalyst is C1C=CC(/C=C/C(/C=C/C2C=CC=CC=2)=O)=CC=1.C1C=CC(/C=C/C(/C=C/C2C=CC=CC=2)=O)=CC=1.C1C=CC(/C=C/C(/C=C/C2C=CC=CC=2)=O)=CC=1.[Pd].[Pd].O1CCOCC1. The yield is 0.270. (7) The reactants are [C:1]([O:22][C:23]([CH3:26])([CH3:25])[CH3:24])(=[O:21])[CH2:2][CH2:3][CH2:4][CH2:5][CH2:6][CH2:7][CH2:8][CH2:9][CH2:10][CH2:11][CH2:12][CH2:13][CH2:14][CH2:15][CH2:16][CH2:17][C:18]([O-:20])=[O:19].CCN(C(C)C)C(C)C.[B-](F)(F)(F)F.CN(C(O[N:49]1[C:54](=[O:55])[CH2:53][CH2:52][C:50]1=[O:51])=[N+](C)C)C. The catalyst is C1COCC1. The product is [C:18]([O:20][N:49]1[C:54](=[O:55])[CH2:53][CH2:52][C:50]1=[O:51])(=[O:19])[CH2:17][CH2:16][CH2:15][CH2:14][CH2:13][CH2:12][CH2:11][CH2:10][CH2:9][CH2:8][CH2:7][CH2:6][CH2:5][CH2:4][CH2:3][CH2:2][C:1]([O:22][C:23]([CH3:26])([CH3:25])[CH3:24])=[O:21]. The yield is 0.290. (8) The catalyst is C(O)C1C=CC=CC=1. The yield is 0.300. The product is [CH2:2]1[CH:3]([CH2:4][N:5]2[CH:15]3[CH2:16][C:17]4[CH:22]=[CH:21][C:20]([OH:23])=[C:19]5[O:24][CH:9]6[C:10]([CH2:12][CH2:13][C:14]3([OH:25])[C:8]6([C:18]=45)[CH2:7][CH2:6]2)=[O:11])[CH2:1]1.[CH2:19]([OH:24])[C:18]1[CH:8]=[CH:14][CH:15]=[CH:16][CH:17]=1. The reactants are [CH2:1]1[CH:3]([CH2:4][N:5]2[C@@H:15]3[CH2:16][C:17]4[CH:22]=[CH:21][C:20]([OH:23])=[C:19]5[O:24][CH:9]6[C:10]([CH2:12][CH2:13][C@:14]3([OH:25])[C@:8]6([C:18]=45)[CH2:7][CH2:6]2)=[O:11])[CH2:2]1. (9) The reactants are [F:1][C:2]1[CH:3]=[C:4]([CH:18]=[CH:19][CH:20]=1)[CH2:5][N:6]1[C:14]2[C:9](=[CH:10][C:11]([N+:15]([O-])=O)=[CH:12][CH:13]=2)[CH:8]=[N:7]1. The catalyst is C(O)C.[Pd]. The product is [F:1][C:2]1[CH:3]=[C:4]([CH:18]=[CH:19][CH:20]=1)[CH2:5][N:6]1[C:14]2[C:9](=[CH:10][C:11]([NH2:15])=[CH:12][CH:13]=2)[CH:8]=[N:7]1. The yield is 0.640.